From a dataset of Reaction yield outcomes from USPTO patents with 853,638 reactions. Predict the reaction yield, written as a fraction of the theoretical maximum amount of product (1.0 means a 100% yield; for example, 0.34 means a 34% yield). (1) The reactants are CO[C:3]([C@H:5]1[C@@H:10]([NH:11][CH2:12][C:13]2[CH:18]=[CH:17][C:16]([F:19])=[CH:15][CH:14]=2)[CH:9]2[CH2:20][CH2:21][CH:6]1[CH2:7][CH2:8]2)=[O:4].[CH3:22][S:23]([NH:26][C:27]1[CH:42]=[CH:41][C:30]2[NH:31][C:32]([CH2:37][C:38](O)=[O:39])=[N:33][S:34](=[O:36])(=[O:35])[C:29]=2[CH:28]=1)(=[O:25])=[O:24].CN1CCOCC1.Cl.CN(C)CCCN=C=NCC.[O-]CC.[Na+]. The catalyst is CN(C)C=O.C(O)C. The product is [F:19][C:16]1[CH:17]=[CH:18][C:13]([CH2:12][N:11]2[C:38](=[O:39])[C:37]([C:32]3[NH:31][C:30]4[CH:41]=[CH:42][C:27]([NH:26][S:23]([CH3:22])(=[O:25])=[O:24])=[CH:28][C:29]=4[S:34](=[O:36])(=[O:35])[N:33]=3)=[C:3]([OH:4])[C@H:5]3[C@@H:10]2[CH:9]2[CH2:8][CH2:7][CH:6]3[CH2:21][CH2:20]2)=[CH:14][CH:15]=1. The yield is 0.590. (2) The reactants are [CH2:1]([C:3]1[N:7]([C:8]2[CH:13]=[CH:12][C:11]([CH2:14][CH2:15][NH:16][C:17]([NH:19][S:20]([C:23]3[CH:28]=[CH:27][C:26]([CH3:29])=[CH:25][CH:24]=3)(=[O:22])=[O:21])=[O:18])=[CH:10][CH:9]=2)[C:6]2[CH:30]=[CH:31][C:32]([CH:34]([OH:36])[CH3:35])=[CH:33][C:5]=2[N:4]=1)[CH3:2].S(Cl)(Cl)=O.[CH2:41](N(CC)CC)C. The catalyst is C(Cl)Cl. The product is [CH2:1]([C:3]1[N:7]([C:8]2[CH:13]=[CH:12][C:11]([CH2:14][CH2:15][NH:16][C:17]([NH:19][S:20]([C:23]3[CH:28]=[CH:27][C:26]([CH3:29])=[CH:25][CH:24]=3)(=[O:22])=[O:21])=[O:18])=[CH:10][CH:9]=2)[C:6]2[CH:30]=[CH:31][C:32]([CH:34]([O:36][CH3:41])[CH3:35])=[CH:33][C:5]=2[N:4]=1)[CH3:2]. The yield is 0.890.